Dataset: Reaction yield outcomes from USPTO patents with 853,638 reactions. Task: Predict the reaction yield, written as a fraction of the theoretical maximum amount of product (1.0 means a 100% yield; for example, 0.34 means a 34% yield). (1) The reactants are [Br:1][C:2]1[CH:3]=[C:4]2[C:8](=[C:9]([C:11]([OH:13])=O)[CH:10]=1)[NH:7][CH:6]=[CH:5]2.C(Cl)CCl.C1C=CC2N(O)N=[N:24]C=2C=1.N. The catalyst is C(Cl)Cl. The product is [Br:1][C:2]1[CH:3]=[C:4]2[C:8](=[C:9]([C:11]([NH2:24])=[O:13])[CH:10]=1)[NH:7][CH:6]=[CH:5]2. The yield is 0.980. (2) The reactants are [CH3:1][C:2]1([CH3:21])[C:6](=[O:7])[N:5]([C:8]2[CH:15]=[CH:14][C:11]([C:12]#[N:13])=[C:10]([C:16]([F:19])([F:18])[F:17])[CH:9]=2)[C:4](=[O:20])[NH:3]1.[H-].[Na+].ClC[CH2:26][CH2:27][O:28][CH:29]1[CH2:34][CH2:33][CH2:32][CH2:31][O:30]1.[I-].[Na+]. The catalyst is CN(C=O)C.C(OCC)C. The product is [CH3:1][C:2]1([CH3:21])[C:6](=[O:7])[N:5]([C:8]2[CH:15]=[CH:14][C:11]([C:12]#[N:13])=[C:10]([C:16]([F:19])([F:17])[F:18])[CH:9]=2)[C:4](=[O:20])[N:3]1[CH2:33][CH2:32][CH2:31][O:30][CH:29]1[CH2:34][CH2:26][CH2:27][O:28]1. The yield is 0.730. (3) The reactants are O[C@H:2]([CH2:22][CH3:23])[C@H:3]([NH:7][C:8]([O:10][CH2:11][CH2:12][CH2:13][CH2:14][CH2:15][C:16]1[CH:21]=[CH:20][CH:19]=[CH:18][CH:17]=1)=[O:9])[C:4]([OH:6])=[O:5].CCN(CC)CC.CN(C(ON1N=NC2C=CC=CC1=2)=[N+](C)C)C.[B-](F)(F)(F)F. The catalyst is C(Cl)Cl. The product is [C:16]1([CH2:15][CH2:14][CH2:13][CH2:12][CH2:11][O:10][C:8](=[O:9])[NH:7][C@H:3]2[C:4](=[O:6])[O:5][C@H:2]2[CH2:22][CH3:23])[CH:21]=[CH:20][CH:19]=[CH:18][CH:17]=1. The yield is 0.650. (4) The reactants are Br[C:2]1[C:3]([F:13])=[C:4]([CH:10]=[CH:11][CH:12]=1)[C:5]([O:7][CH2:8][CH3:9])=[O:6].[CH3:14][O:15][C:16]1[CH:21]=[CH:20][C:19]([CH2:22][SH:23])=[CH:18][CH:17]=1.C(N(C(C)C)CC)(C)C. The catalyst is O1CCOCC1.CCCCCC.C1C=CC(/C=C/C(/C=C/C2C=CC=CC=2)=O)=CC=1.C1C=CC(/C=C/C(/C=C/C2C=CC=CC=2)=O)=CC=1.C1C=CC(/C=C/C(/C=C/C2C=CC=CC=2)=O)=CC=1.[Pd].[Pd].CC1(C)C2C(=C(P(C3C=CC=CC=3)C3C=CC=CC=3)C=CC=2)OC2C(P(C3C=CC=CC=3)C3C=CC=CC=3)=CC=CC1=2. The product is [F:13][C:3]1[C:2]([S:23][CH2:22][C:19]2[CH:20]=[CH:21][C:16]([O:15][CH3:14])=[CH:17][CH:18]=2)=[CH:12][CH:11]=[CH:10][C:4]=1[C:5]([O:7][CH2:8][CH3:9])=[O:6]. The yield is 0.880. (5) The reactants are [CH2:1]([O:8][C:9]1[CH:17]=[CH:16][CH:15]=[C:11]([C:12]([OH:14])=O)[C:10]=1[C:18]([OH:20])=O)[C:2]1[CH:7]=[CH:6][CH:5]=[CH:4][CH:3]=1.Cl.[NH2:22][CH:23]1[CH2:29][CH2:28][C:27](=[O:30])[NH:26][C:24]1=[O:25]. The catalyst is N1C=CC=CC=1. The product is [CH2:1]([O:8][C:9]1[CH:17]=[CH:16][CH:15]=[C:11]2[C:10]=1[C:18](=[O:20])[N:22]([CH:23]1[CH2:29][CH2:28][C:27](=[O:30])[NH:26][C:24]1=[O:25])[C:12]2=[O:14])[C:2]1[CH:3]=[CH:4][CH:5]=[CH:6][CH:7]=1. The yield is 0.860.